The task is: Predict the product of the given reaction.. This data is from Forward reaction prediction with 1.9M reactions from USPTO patents (1976-2016). Given the reactants [NH2:1][C:2]1[C:7]([Br:8])=[CH:6][C:5]([CH3:9])=[CH:4][N:3]=1.[H-].[Na+].[CH2:12]([N:19]1[CH:24]=[C:23]([Cl:25])[N:22]=[C:21](Cl)[C:20]1=[O:27])[C:13]1[CH:18]=[CH:17][CH:16]=[CH:15][CH:14]=1, predict the reaction product. The product is: [CH2:12]([N:19]1[CH:24]=[C:23]([Cl:25])[N:22]=[C:21]([NH:1][C:2]2[C:7]([Br:8])=[CH:6][C:5]([CH3:9])=[CH:4][N:3]=2)[C:20]1=[O:27])[C:13]1[CH:18]=[CH:17][CH:16]=[CH:15][CH:14]=1.